Predict the reactants needed to synthesize the given product. From a dataset of Full USPTO retrosynthesis dataset with 1.9M reactions from patents (1976-2016). (1) Given the product [CH3:5][O:4][C:2](=[O:3])[NH:32][C@H:29]1[CH2:30][CH2:31][C@H:27]([N:22]2[C:23]3[C:19](=[CH:18][N:17]=[C:16]4[C:24]=3[CH:25]=[CH:26][N:15]4[S:12]([C:6]3[CH:11]=[CH:10][CH:9]=[CH:8][CH:7]=3)(=[O:14])=[O:13])[N:20]=[N:21]2)[CH2:28]1, predict the reactants needed to synthesize it. The reactants are: Cl[C:2]([O:4][CH3:5])=[O:3].[C:6]1([S:12]([N:15]2[CH:26]=[CH:25][C:24]3[C:16]2=[N:17][CH:18]=[C:19]2[C:23]=3[N:22]([C@H:27]3[CH2:31][CH2:30][C@H:29]([NH2:32])[CH2:28]3)[N:21]=[N:20]2)(=[O:14])=[O:13])[CH:11]=[CH:10][CH:9]=[CH:8][CH:7]=1.C(N(C(C)C)CC)(C)C. (2) The reactants are: [CH2:1]([N:8]1[CH2:23][CH2:22][C:11]2[NH:12][C:13]3[CH:14]=[CH:15][C:16]([C:19](O)=[O:20])=[CH:17][C:18]=3[C:10]=2[CH2:9]1)[C:2]1[CH:7]=[CH:6][CH:5]=[CH:4][CH:3]=1.CN(C(ON1N=NC2C=CC=NC1=2)=[N+](C)C)C.F[P-](F)(F)(F)(F)F.Cl.Cl.[NH2:50][CH:51]1[CH2:56][CH2:55][N:54]([CH2:57][C:58]2[CH:63]=[CH:62][C:61]([C:64]#[N:65])=[CH:60][CH:59]=2)[CH2:53][CH2:52]1.C(N(CC)CC)C.C(=O)(O)[O-].[Na+]. Given the product [CH2:1]([N:8]1[CH2:23][CH2:22][C:11]2[NH:12][C:13]3[CH:14]=[CH:15][C:16]([C:19]([NH:50][CH:51]4[CH2:56][CH2:55][N:54]([CH2:57][C:58]5[CH:63]=[CH:62][C:61]([C:64]#[N:65])=[CH:60][CH:59]=5)[CH2:53][CH2:52]4)=[O:20])=[CH:17][C:18]=3[C:10]=2[CH2:9]1)[C:2]1[CH:7]=[CH:6][CH:5]=[CH:4][CH:3]=1, predict the reactants needed to synthesize it. (3) The reactants are: [OH:1][C:2]1[CH:7]=[CH:6][C:5]([C:8]2([C:18]3[CH:23]=[CH:22][C:21]([OH:24])=[CH:20][CH:19]=3)[CH:15]3[CH2:16][CH:11]4[CH2:12][CH:13]([CH2:17][CH:9]2[CH2:10]4)[CH2:14]3)=[CH:4][CH:3]=1.F[C:26]1[CH:27]=[CH:28][C:29]([N+:33]([O-:35])=[O:34])=[C:30]([OH:32])[CH:31]=1.[C:36]([O-:39])([O-])=O.[K+].[K+].Cl. Given the product [OH:32][C:30]1[CH:31]=[C:26]([CH:27]=[CH:28][C:29]=1[N+:33]([O-:35])=[O:34])[O:1][C:2]1[CH:3]=[CH:4][C:5]([C:8]2([C:18]3[CH:19]=[CH:20][C:21]([O:24][C:26]4[CH:27]=[CH:28][C:29]([N+:33]([O-:35])=[O:34])=[C:36]([OH:39])[CH:31]=4)=[CH:22][CH:23]=3)[CH:9]3[CH2:17][CH:13]4[CH2:12][CH:11]([CH2:16][CH:15]2[CH2:14]4)[CH2:10]3)=[CH:6][CH:7]=1, predict the reactants needed to synthesize it. (4) Given the product [Cl:19][C:20]([Cl:25])([Cl:24])[C:21]([NH:6][C:5]1[CH:7]=[CH:8][C:9]([Cl:10])=[C:3]([C:2]([F:1])([F:11])[F:12])[CH:4]=1)=[O:22], predict the reactants needed to synthesize it. The reactants are: [F:1][C:2]([F:12])([F:11])[C:3]1[CH:4]=[C:5]([CH:7]=[CH:8][C:9]=1[Cl:10])[NH2:6].N1C=CC=CC=1.[Cl:19][C:20]([Cl:25])([Cl:24])[C:21](Cl)=[O:22].